Dataset: Drug-target binding data from BindingDB using Ki measurements. Task: Regression. Given a target protein amino acid sequence and a drug SMILES string, predict the binding affinity score between them. We predict pKi (pKi = -log10(Ki in M); higher means stronger inhibition). Dataset: bindingdb_ki. (1) The target protein (Q15077) has sequence MEWDNGTGQALGLPPTTCVYRENFKQLLLPPVYSAVLAAGLPLNICVITQICTSRRALTRTAVYTLNLALADLLYACSLPLLIYNYAQGDHWPFGDFACRLVRFLFYANLHGSILFLTCISFQRYLGICHPLAPWHKRGGRRAAWLVCVAVWLAVTTQCLPTAIFAATGIQRNRTVCYDLSPPALATHYMPYGMALTVIGFLLPFAALLACYCLLACRLCRQDGPAEPVAQERRGKAARMAVVVAAAFAISFLPFHITKTAYLAVRSTPGVPCTVLEAFAAAYKGTRPFASANSVLDPILFYFTQKKFRRRPHELLQKLTAKWQRQGR. The drug is Cc1ccc(NC(=O)Nc2cccnc2Sc2ccccc2C(C)(C)C)cc1. The pKi is 4.8. (2) The compound is CC(C)CC(NC(=O)OCc1ccccc1)C(=O)NC(Cc1ccccc1)C(=O)C(=O)NCCc1ccccc1. The target protein (P07688) has sequence MWRLLATLSCLLVLTSARSSLYFPPLSDELVNFVNKQNTTWKAGHNFYNVDLSYVKKLCGAILGGPKLPQRDAFAADVVLPESFDAREQWPNCPTIKEIRDQGSCGSCWAFGAVEAISDRICIHSNGRVNVEVSAEDMLTCCGGECGDGCNGGFPSGAWNFWTKKGLVSGGLYNSHVGCRPYSIPPCEHHVNGSRPPCTGEGDTPKCSKTCEPGYSPSYKEDKHFGCSSYSVANNEKEIMAEIYKNGPVEGAFSVYSDFLLYKSGVYQHVSGEIMGGHAIRILGWGVENGTPYWLVGNSWNTDWGDNGFFKILRGQDHCGIESEIVAGMPCTHQY. The pKi is 5.0.